From a dataset of Full USPTO retrosynthesis dataset with 1.9M reactions from patents (1976-2016). Predict the reactants needed to synthesize the given product. (1) Given the product [CH2:1]([O:3][C:4](=[O:24])[CH2:5][C:6]1[CH:7]=[N:8][CH:9]=[C:10]([C:12]2[CH:17]=[CH:16][C:15]([C:18]([F:19])([F:20])[F:21])=[CH:14][C:13]=2[CH2:22][NH:25][CH2:26][C:27]2[CH:28]=[N:29][C:30]([C:33]([F:36])([F:34])[F:35])=[CH:31][CH:32]=2)[CH:11]=1)[CH3:2], predict the reactants needed to synthesize it. The reactants are: [CH2:1]([O:3][C:4](=[O:24])[CH2:5][C:6]1[CH:7]=[N:8][CH:9]=[C:10]([C:12]2[CH:17]=[CH:16][C:15]([C:18]([F:21])([F:20])[F:19])=[CH:14][C:13]=2[CH:22]=O)[CH:11]=1)[CH3:2].[NH2:25][CH2:26][C:27]1[CH:28]=[N:29][C:30]([C:33]([F:36])([F:35])[F:34])=[CH:31][CH:32]=1. (2) Given the product [CH3:21][O:22][C:23]1[CH:24]=[C:25]([C@@H:34]([CH2:35][CH3:36])[CH2:33][CH:32]=[O:37])[CH:26]=[CH:27][CH:28]=1, predict the reactants needed to synthesize it. The reactants are: C1(C2[C@H]3CC[C@@H](C=2)C(C2C=CC=CC=2)=C3)C=CC=CC=1.[CH3:21][O:22][C:23]1[CH:24]=[C:25](B(O)O)[CH:26]=[CH:27][CH:28]=1.[CH:32](=[O:37])/[CH:33]=[CH:34]/[CH2:35][CH3:36].[OH-].[K+]. (3) Given the product [NH2:5][CH:3]([CH3:4])[CH2:2][CH2:1][NH:16][C:17](=[O:23])[O:18][C:19]([CH3:21])([CH3:20])[CH3:22], predict the reactants needed to synthesize it. The reactants are: [CH2:1]([NH:16][C:17](=[O:23])[O:18][C:19]([CH3:22])([CH3:21])[CH3:20])[CH2:2][CH:3]([NH:5]C(=O)OCC1C=CC=CC=1)[CH3:4].